This data is from Full USPTO retrosynthesis dataset with 1.9M reactions from patents (1976-2016). The task is: Predict the reactants needed to synthesize the given product. (1) Given the product [CH3:55][CH:54]([CH3:56])[C@H:50]([NH:49][C:47](=[O:48])[O:46][CH3:45])[C:7]([N:5]1[CH2:6][C@@H:2]([CH3:1])[CH2:3][C@H:4]1[C:14]1[NH:18][C:17]2[C:19]3[C:24]([CH:25]=[CH:26][C:16]=2[N:15]=1)=[CH:23][C:22]1[C:27]2[C:32]([CH2:33][O:34][C:21]=1[CH:20]=3)=[CH:31][C:30]([B:35]1[O:39][C:38]([CH3:41])([CH3:40])[C:37]([CH3:42])([CH3:43])[O:36]1)=[CH:29][CH:28]=2)=[O:9], predict the reactants needed to synthesize it. The reactants are: [CH3:1][C@@H:2]1[CH2:6][N:5]([C:7]([O:9]C(C)(C)C)=O)[C@H:4]([C:14]2[NH:18][C:17]3[C:19]4[C:24]([CH:25]=[CH:26][C:16]=3[N:15]=2)=[CH:23][C:22]2[C:27]3[C:32]([CH2:33][O:34][C:21]=2[CH:20]=4)=[CH:31][C:30]([B:35]2[O:39][C:38]([CH3:41])([CH3:40])[C:37]([CH3:43])([CH3:42])[O:36]2)=[CH:29][CH:28]=3)[CH2:3]1.Cl.[CH3:45][O:46][C:47]([NH:49][C@@H:50]([CH:54]([CH3:56])[CH3:55])C(O)=O)=[O:48].CN(C(ON1N=NC2C=CC=NC1=2)=[N+](C)C)C.F[P-](F)(F)(F)(F)F.CCN(C(C)C)C(C)C. (2) Given the product [Br:1][C:2]1[CH:3]=[C:4]([CH3:9])[C:5](=[O:8])[N:6]([CH2:11][CH:12]2[CH2:14][CH2:13]2)[CH:7]=1, predict the reactants needed to synthesize it. The reactants are: [Br:1][C:2]1[CH:3]=[C:4]([CH3:9])[C:5](=[O:8])[NH:6][CH:7]=1.Br[CH2:11][CH:12]1[CH2:14][CH2:13]1. (3) Given the product [CH2:26]([Sn:21]([CH2:17][CH2:18][CH2:19][CH3:20])([CH2:22][CH2:23][CH2:24][CH3:25])[C:10]1[S:9][C:8]([CH2:2][CH2:3][CH2:4][CH2:5][CH2:6][CH3:7])=[C:12]2[O:13][CH2:14][CH2:15][O:16][C:11]=12)[CH2:27][CH2:28][CH3:29], predict the reactants needed to synthesize it. The reactants are: [Li].[CH2:2]([C:8]1[S:9][CH:10]=[C:11]2[O:16][CH2:15][CH2:14][O:13][C:12]=12)[CH2:3][CH2:4][CH2:5][CH2:6][CH3:7].[CH2:17]([Sn:21](Br)([CH2:26][CH2:27][CH2:28][CH3:29])[CH2:22][CH2:23][CH2:24][CH3:25])[CH2:18][CH2:19][CH3:20].[F-].[Na+]. (4) Given the product [C:1]1([S:7]([N:10]2[CH2:15][CH2:14][O:13][C:12]3[N:16]=[CH:17][C:18]([C:20]([Cl:25])=[O:22])=[CH:19][C:11]2=3)(=[O:9])=[O:8])[CH:6]=[CH:5][CH:4]=[CH:3][CH:2]=1, predict the reactants needed to synthesize it. The reactants are: [C:1]1([S:7]([N:10]2[CH2:15][CH2:14][O:13][C:12]3[N:16]=[CH:17][C:18]([C:20]([OH:22])=O)=[CH:19][C:11]2=3)(=[O:9])=[O:8])[CH:6]=[CH:5][CH:4]=[CH:3][CH:2]=1.S(Cl)([Cl:25])=O. (5) Given the product [C:39]12([NH:49][C:50]([NH:1][C:2]3[C:11]4[C:6](=[CH:7][CH:8]=[C:9]([O:12][C:13]5[CH:14]=[CH:15][C:16]6[N:20]=[C:19]([CH2:21][O:22][C:23]7[CH:24]=[CH:25][C:26]([CH2:27][CH:28]8[S:32][C:31](=[O:33])[NH:30][C:29]8=[O:34])=[CH:35][CH:36]=7)[N:18]([CH3:37])[C:17]=6[CH:38]=5)[CH:10]=4)[CH:5]=[CH:4][CH:3]=3)=[O:51])[CH2:48][CH:43]3[CH2:44][CH:45]([CH2:47][CH:41]([CH2:42]3)[CH2:40]1)[CH2:46]2, predict the reactants needed to synthesize it. The reactants are: [NH2:1][C:2]1[CH:3]=[CH:4][CH:5]=[C:6]2[C:11]=1[CH:10]=[C:9]([O:12][C:13]1[CH:14]=[CH:15][C:16]3[N:20]=[C:19]([CH2:21][O:22][C:23]4[CH:36]=[CH:35][C:26]([CH2:27][CH:28]5[S:32][C:31](=[O:33])[NH:30][C:29]5=[O:34])=[CH:25][CH:24]=4)[N:18]([CH3:37])[C:17]=3[CH:38]=1)[CH:8]=[CH:7]2.[C:39]12([N:49]=[C:50]=[O:51])[CH2:48][CH:43]3[CH2:44][CH:45]([CH2:47][CH:41]([CH2:42]3)[CH2:40]1)[CH2:46]2. (6) Given the product [F:13][C:2]([F:12])([F:1])[S:3][C:4]1[CH:11]=[CH:10][C:7]([CH2:8][NH:9][C:14](=[O:21])[C:15]2[CH:20]=[CH:19][CH:18]=[CH:17][CH:16]=2)=[CH:6][CH:5]=1, predict the reactants needed to synthesize it. The reactants are: [F:1][C:2]([F:13])([F:12])[S:3][C:4]1[CH:11]=[CH:10][C:7]([CH2:8][NH2:9])=[CH:6][CH:5]=1.[C:14](Cl)(=[O:21])[C:15]1[CH:20]=[CH:19][CH:18]=[CH:17][CH:16]=1.C(=O)(O)[O-].[Na+].